From a dataset of NCI-60 drug combinations with 297,098 pairs across 59 cell lines. Regression. Given two drug SMILES strings and cell line genomic features, predict the synergy score measuring deviation from expected non-interaction effect. Drug 1: CC1=C(C=C(C=C1)NC2=NC=CC(=N2)N(C)C3=CC4=NN(C(=C4C=C3)C)C)S(=O)(=O)N.Cl. Drug 2: CNC(=O)C1=NC=CC(=C1)OC2=CC=C(C=C2)NC(=O)NC3=CC(=C(C=C3)Cl)C(F)(F)F. Cell line: SF-539. Synergy scores: CSS=20.2, Synergy_ZIP=-0.00126, Synergy_Bliss=3.38, Synergy_Loewe=5.43, Synergy_HSA=5.93.